Dataset: Forward reaction prediction with 1.9M reactions from USPTO patents (1976-2016). Task: Predict the product of the given reaction. Given the reactants [C:1]([O:7][CH2:8][CH3:9])(=[O:6])[C:2]#[C:3][CH2:4]C.C(=O)([O-])[O-].[K+].[K+].[OH:16][N:17]=[C:18](Br)[Br:19], predict the reaction product. The product is: [CH2:8]([O:7][C:1]([C:2]1[C:18]([Br:19])=[N:17][O:16][C:3]=1[CH3:4])=[O:6])[CH3:9].